This data is from NCI-60 drug combinations with 297,098 pairs across 59 cell lines. The task is: Regression. Given two drug SMILES strings and cell line genomic features, predict the synergy score measuring deviation from expected non-interaction effect. Drug 1: CCC1(CC2CC(C3=C(CCN(C2)C1)C4=CC=CC=C4N3)(C5=C(C=C6C(=C5)C78CCN9C7C(C=CC9)(C(C(C8N6C)(C(=O)OC)O)OC(=O)C)CC)OC)C(=O)OC)O.OS(=O)(=O)O. Drug 2: C1CNP(=O)(OC1)N(CCCl)CCCl. Cell line: SK-MEL-5. Synergy scores: CSS=18.5, Synergy_ZIP=-3.64, Synergy_Bliss=-9.88, Synergy_Loewe=-92.0, Synergy_HSA=-10.6.